Dataset: Forward reaction prediction with 1.9M reactions from USPTO patents (1976-2016). Task: Predict the product of the given reaction. (1) Given the reactants [Cl:1][C:2]1[CH:7]=[C:6]([O:8][C:9]2[C:14]([C:15]([N:17]3[C:26]4[C:21](=[CH:22][CH:23]=[CH:24][CH:25]=4)[N:20]([CH:27]4[CH2:29][CH2:28]4)[CH2:19][CH2:18]3)=[O:16])=[CH:13][CH:12]=[CH:11][N:10]=2)[C:5]([Cl:30])=[CH:4][C:3]=1[CH:31]=[CH:32][C:33]([OH:35])=[O:34], predict the reaction product. The product is: [Cl:1][C:2]1[CH:7]=[C:6]([O:8][C:9]2[C:14]([C:15]([N:17]3[C:26]4[C:21](=[CH:22][CH:23]=[CH:24][CH:25]=4)[N:20]([CH:27]4[CH2:28][CH2:29]4)[CH2:19][CH2:18]3)=[O:16])=[CH:13][CH:12]=[CH:11][N:10]=2)[C:5]([Cl:30])=[CH:4][C:3]=1[CH2:31][CH2:32][C:33]([OH:35])=[O:34]. (2) Given the reactants [BrH:1].Cl[C:3]1[C:12]2[N:13]=[C:14]([NH2:21])[N:15]([CH2:16][C:17]([CH3:20])([OH:19])[CH3:18])[C:11]=2[C:10]2[CH:9]=[CH:8][CH:7]=[CH:6][C:5]=2[N:4]=1.[NH3:22], predict the reaction product. The product is: [BrH:1].[NH2:21][C:14]1[N:15]([CH2:16][C:17]([CH3:20])([OH:19])[CH3:18])[C:11]2[C:10]3[CH:9]=[CH:8][CH:7]=[CH:6][C:5]=3[N:4]=[C:3]([NH2:22])[C:12]=2[N:13]=1.